From a dataset of Catalyst prediction with 721,799 reactions and 888 catalyst types from USPTO. Predict which catalyst facilitates the given reaction. (1) Reactant: [CH3:1][O:2][C:3](=[O:39])[CH:4]([C:9]1[CH:14]=[CH:13][C:12]([NH:15][C:16]([C:18]2[N:19](COCC[Si](C)(C)C)[CH:20]=[C:21]([C:23]#[N:24])[N:22]=2)=[O:17])=[C:11]([C:33]2[CH2:38][CH2:37][CH2:36][CH2:35][CH:34]=2)[CH:10]=1)[C:5]([O:7][CH3:8])=[O:6].C(O)(C(F)(F)F)=O. Product: [CH3:8][O:7][C:5](=[O:6])[CH:4]([C:9]1[CH:14]=[CH:13][C:12]([NH:15][C:16]([C:18]2[NH:19][CH:20]=[C:21]([C:23]#[N:24])[N:22]=2)=[O:17])=[C:11]([C:33]2[CH2:38][CH2:37][CH2:36][CH2:35][CH:34]=2)[CH:10]=1)[C:3]([O:2][CH3:1])=[O:39]. The catalyst class is: 2. (2) Reactant: [CH3:1][O:2][C:3]1[C:8]([NH2:9])=[CH:7][CH:6]=[CH:5][N:4]=1.C(N(CC)C(C)C)(C)C.[Cl:19][C:20]1[N:25]=[C:24](Cl)[C:23]([Cl:27])=[CH:22][N:21]=1. Product: [Cl:19][C:20]1[N:25]=[C:24]([NH:9][C:8]2[C:3]([O:2][CH3:1])=[N:4][CH:5]=[CH:6][CH:7]=2)[C:23]([Cl:27])=[CH:22][N:21]=1. The catalyst class is: 32. (3) Product: [NH2:7][C:6]1[N:24]([C:21]2[CH:22]=[CH:23][C:18]([F:17])=[CH:19][CH:20]=2)[N:25]=[C:9]([C:10]([O:12][CH3:13])=[O:11])[CH:8]=1. Reactant: S(=O)(=O)(O)O.[C:6](/[CH:8]=[C:9](\[O-])/[C:10]([O:12][CH3:13])=[O:11])#[N:7].[K+].Cl.[F:17][C:18]1[CH:23]=[CH:22][C:21]([NH:24][NH2:25])=[CH:20][CH:19]=1. The catalyst class is: 1. (4) Reactant: [Br:1][C:2]1[CH:3]=[C:4]([CH:8]=[CH:9][C:10]=1[OH:11])[C:5]([OH:7])=[O:6].[CH3:12][Si](C=[N+]=[N-])(C)C. Product: [Br:1][C:2]1[CH:3]=[C:4]([CH:8]=[CH:9][C:10]=1[OH:11])[C:5]([O:7][CH3:12])=[O:6]. The catalyst class is: 61.